Predict which catalyst facilitates the given reaction. From a dataset of Catalyst prediction with 721,799 reactions and 888 catalyst types from USPTO. (1) Reactant: [CH3:1][O:2][C:3](=[O:12])[C:4]1[CH:9]=[C:8]([I:10])[CH:7]=[CH:6][C:5]=1[OH:11].Br[CH2:14][C:15]([O:17][CH2:18][CH3:19])=[O:16].[K]. Product: [CH3:1][O:2][C:3](=[O:12])[C:4]1[CH:9]=[C:8]([I:10])[CH:7]=[CH:6][C:5]=1[O:11][CH2:14][C:15]([O:17][CH2:18][CH3:19])=[O:16]. The catalyst class is: 372. (2) Reactant: [Br:1][C:2]1[CH:10]=[C:9]2[C:5]([CH:6]=[CH:7][NH:8]2)=[CH:4][CH:3]=1.[H-].[Na+].Cl[Si:14]([CH:21]([CH3:23])[CH3:22])([CH:18]([CH3:20])[CH3:19])[CH:15]([CH3:17])[CH3:16]. Product: [Br:1][C:2]1[CH:10]=[C:9]2[C:5]([CH:6]=[CH:7][N:8]2[Si:14]([CH:21]([CH3:23])[CH3:22])([CH:18]([CH3:20])[CH3:19])[CH:15]([CH3:17])[CH3:16])=[CH:4][CH:3]=1. The catalyst class is: 1. (3) Reactant: N(/C(OC(C)C)=O)=N\C(OC(C)C)=O.O[CH2:16][C:17]1[CH:33]=[CH:32][C:20]([CH2:21][N:22]2[CH:26]=[C:25]([C:27]([O:29][CH2:30][CH3:31])=[O:28])[CH:24]=[N:23]2)=[CH:19][CH:18]=1.[Cl:34][C:35]1[N:40]=[CH:39][N:38]=[C:37]2[NH:41][N:42]=[CH:43][C:36]=12.C1(P(C2C=CC=CC=2)C2C=CC=CC=2)C=CC=CC=1. Product: [Cl:34][C:35]1[C:36]2[C:37](=[N:41][N:42]([CH2:16][C:17]3[CH:33]=[CH:32][C:20]([CH2:21][N:22]4[CH:26]=[C:25]([C:27]([O:29][CH2:30][CH3:31])=[O:28])[CH:24]=[N:23]4)=[CH:19][CH:18]=3)[CH:43]=2)[N:38]=[CH:39][N:40]=1. The catalyst class is: 4. (4) Reactant: [Br:1][C:2]1[CH:3]=[N:4][C:5]2[C:10]([C:11]=1[C:12]1[C:17]([O:18][CH3:19])=[CH:16][C:15]([C:20]3[CH:25]=[CH:24][CH:23]=[C:22]([F:26])[CH:21]=3)=[C:14]([Cl:27])[CH:13]=1)=[CH:9][CH:8]=[C:7]([S:28](OC1C(F)=C(F)C(F)=C(F)C=1F)(=[O:30])=[O:29])[CH:6]=2.[O:43]1[CH:47]=[CH:46][C:45]([NH2:48])=[N:44]1.C1COCC1.C[Si]([N-][Si](C)(C)C)(C)C.[Li+]. Product: [Br:1][C:2]1[CH:3]=[N:4][C:5]2[C:10]([C:11]=1[C:12]1[C:17]([O:18][CH3:19])=[CH:16][C:15]([C:20]3[CH:25]=[CH:24][CH:23]=[C:22]([F:26])[CH:21]=3)=[C:14]([Cl:27])[CH:13]=1)=[CH:9][CH:8]=[C:7]([S:28]([NH:48][C:45]1[CH:46]=[CH:47][O:43][N:44]=1)(=[O:30])=[O:29])[CH:6]=2. The catalyst class is: 818. (5) Reactant: [F:1][C:2]([F:21])([C:15]1[CH:20]=[CH:19][CH:18]=[CH:17][CH:16]=1)[CH2:3][O:4][C:5]1[CH:10]=[CH:9][C:8]([CH2:11][C:12]([CH3:14])=[O:13])=[CH:7][CH:6]=1.[CH3:22][Mg]Br. Product: [F:1][C:2]([F:21])([C:15]1[CH:20]=[CH:19][CH:18]=[CH:17][CH:16]=1)[CH2:3][O:4][C:5]1[CH:6]=[CH:7][C:8]([CH2:11][C:12]([CH3:22])([OH:13])[CH3:14])=[CH:9][CH:10]=1. The catalyst class is: 28.